This data is from Catalyst prediction with 721,799 reactions and 888 catalyst types from USPTO. The task is: Predict which catalyst facilitates the given reaction. (1) Reactant: C(OP([CH2:9][C:10]1[CH:19]=[CH:18][C:13]([C:14]([O:16][CH3:17])=[O:15])=[CH:12][CH:11]=1)(OCC)=O)C.C[Si]([N-][Si](C)(C)C)(C)C.[Li+].[CH3:30][C:31]1([CH3:49])[C:40]2[C:35](=[CH:36][CH:37]=[C:38]([CH:41]([CH2:44][CH2:45][CH2:46][CH2:47][CH3:48])[CH:42]=O)[CH:39]=2)[S:34][CH2:33][CH2:32]1. Product: [CH3:49][C:31]1([CH3:30])[C:40]2[C:35](=[CH:36][CH:37]=[C:38]([CH:41]([CH2:44][CH2:45][CH2:46][CH2:47][CH3:48])/[CH:42]=[CH:9]/[C:10]3[CH:11]=[CH:12][C:13]([C:14]([O:16][CH3:17])=[O:15])=[CH:18][CH:19]=3)[CH:39]=2)[S:34][CH2:33][CH2:32]1. The catalyst class is: 134. (2) Reactant: [H-].[Na+].CN(C=O)C.[NH:8]1[C:16]2[C:11](=[CH:12][C:13]([C:17]([O:19][CH3:20])=[O:18])=[CH:14][CH:15]=2)[CH:10]=[CH:9]1.[Cl:21][C:22]1[N:27]=[C:26](Cl)[CH:25]=[CH:24][N:23]=1. Product: [Cl:21][C:22]1[N:27]=[C:26]([N:8]2[C:16]3[C:11](=[CH:12][C:13]([C:17]([O:19][CH3:20])=[O:18])=[CH:14][CH:15]=3)[CH:10]=[CH:9]2)[CH:25]=[CH:24][N:23]=1. The catalyst class is: 6. (3) Reactant: [OH:1][CH2:2][C@H:3]([NH:6][C:7](=[O:13])[O:8][C:9]([CH3:12])([CH3:11])[CH3:10])[CH2:4][CH3:5].C(N(CC)CC)C. Product: [O:1]=[CH:2][C@H:3]([NH:6][C:7](=[O:13])[O:8][C:9]([CH3:12])([CH3:11])[CH3:10])[CH2:4][CH3:5]. The catalyst class is: 16. (4) Reactant: [CH2:1]([N:8]1[CH2:13][CH2:12][O:11][C@@H:10]([C:14]2[CH:19]=[C:18](Br)[CH:17]=[CH:16][C:15]=2[O:21][CH3:22])[CH2:9]1)[C:2]1[CH:7]=[CH:6][CH:5]=[CH:4][CH:3]=1.[Cu](C#N)[C:24]#[N:25].C(OCC)C.[OH-].[Na+]. Product: [CH2:1]([N:8]1[CH2:13][CH2:12][O:11][C@@H:10]([C:14]2[CH:19]=[C:18]([C:24]#[N:25])[CH:17]=[CH:16][C:15]=2[O:21][CH3:22])[CH2:9]1)[C:2]1[CH:7]=[CH:6][CH:5]=[CH:4][CH:3]=1. The catalyst class is: 60. (5) Product: [CH3:12][O:13][CH2:14][CH2:15][N:16]([CH3:17])[C:2]1[N:7]=[CH:6][C:5]([CH:8]([CH3:11])[C:9]#[N:10])=[CH:4][CH:3]=1. The catalyst class is: 58. Reactant: Cl[C:2]1[N:7]=[CH:6][C:5]([CH:8]([CH3:11])[C:9]#[N:10])=[CH:4][CH:3]=1.[CH3:12][O:13][CH2:14][CH2:15][NH:16][CH3:17]. (6) Reactant: [Cl:1][C:2]1[CH:3]=[C:4]([S:8]([NH:11][CH2:12][C:13]2[S:14][C:15]([C:18]3[CH:23]=[CH:22][CH:21]=[C:20]([S:24]([CH3:27])(=[O:26])=[O:25])[CH:19]=3)=[CH:16][CH:17]=2)(=[O:10])=[O:9])[CH:5]=[CH:6][CH:7]=1.[H-].[Na+].Br[CH2:31][CH:32]([CH3:34])[CH3:33]. Product: [Cl:1][C:2]1[CH:3]=[C:4]([S:8]([N:11]([CH2:31][CH:32]([CH3:34])[CH3:33])[CH2:12][C:13]2[S:14][C:15]([C:18]3[CH:23]=[CH:22][CH:21]=[C:20]([S:24]([CH3:27])(=[O:26])=[O:25])[CH:19]=3)=[CH:16][CH:17]=2)(=[O:9])=[O:10])[CH:5]=[CH:6][CH:7]=1. The catalyst class is: 80. (7) Reactant: [I:1][CH2:2][CH:3]1[CH2:12][CH2:11][C:6]2([O:10][CH2:9][CH2:8][O:7]2)[CH2:5][CH2:4]1.[C:13]1([P:19]([C:26]2[CH:31]=[CH:30][CH:29]=[CH:28][CH:27]=2)[C:20]2[CH:25]=[CH:24][CH:23]=[CH:22][CH:21]=2)[CH:18]=[CH:17][CH:16]=[CH:15][CH:14]=1. Product: [I-:1].[O:10]1[C:6]2([CH2:11][CH2:12][CH:3]([CH2:2][P+:19]([C:20]3[CH:21]=[CH:22][CH:23]=[CH:24][CH:25]=3)([C:26]3[CH:31]=[CH:30][CH:29]=[CH:28][CH:27]=3)[C:13]3[CH:14]=[CH:15][CH:16]=[CH:17][CH:18]=3)[CH2:4][CH2:5]2)[O:7][CH2:8][CH2:9]1. The catalyst class is: 10. (8) Reactant: Br[C:2]1[CH:7]=[CH:6][C:5]([O:8][CH3:9])=[CH:4][C:3]=1[C:10]([F:13])([F:12])[F:11].C([Li])CCC.[B:19](OC(C)C)([O:24]C(C)C)[O:20]C(C)C.Cl. Product: [CH3:9][O:8][C:5]1[CH:6]=[CH:7][C:2]([B:19]([OH:24])[OH:20])=[C:3]([C:10]([F:13])([F:12])[F:11])[CH:4]=1. The catalyst class is: 1.